This data is from NCI-60 drug combinations with 297,098 pairs across 59 cell lines. The task is: Regression. Given two drug SMILES strings and cell line genomic features, predict the synergy score measuring deviation from expected non-interaction effect. (1) Drug 1: CC(C)(C#N)C1=CC(=CC(=C1)CN2C=NC=N2)C(C)(C)C#N. Drug 2: COCCOC1=C(C=C2C(=C1)C(=NC=N2)NC3=CC=CC(=C3)C#C)OCCOC.Cl. Cell line: RPMI-8226. Synergy scores: CSS=-3.55, Synergy_ZIP=2.08, Synergy_Bliss=0.0868, Synergy_Loewe=-2.80, Synergy_HSA=-4.19. (2) Drug 1: C1=CC(=CC=C1C#N)C(C2=CC=C(C=C2)C#N)N3C=NC=N3. Drug 2: CC1C(C(CC(O1)OC2CC(CC3=C2C(=C4C(=C3O)C(=O)C5=CC=CC=C5C4=O)O)(C(=O)C)O)N)O. Cell line: OVCAR3. Synergy scores: CSS=38.4, Synergy_ZIP=2.77, Synergy_Bliss=0.615, Synergy_Loewe=-25.8, Synergy_HSA=0.162. (3) Drug 1: COC1=NC(=NC2=C1N=CN2C3C(C(C(O3)CO)O)O)N. Drug 2: CC(C)CN1C=NC2=C1C3=CC=CC=C3N=C2N. Cell line: NCI-H460. Synergy scores: CSS=6.68, Synergy_ZIP=1.89, Synergy_Bliss=4.41, Synergy_Loewe=2.46, Synergy_HSA=2.12.